This data is from NCI-60 drug combinations with 297,098 pairs across 59 cell lines. The task is: Regression. Given two drug SMILES strings and cell line genomic features, predict the synergy score measuring deviation from expected non-interaction effect. (1) Drug 1: CC1=C2C(C(=O)C3(C(CC4C(C3C(C(C2(C)C)(CC1OC(=O)C(C(C5=CC=CC=C5)NC(=O)C6=CC=CC=C6)O)O)OC(=O)C7=CC=CC=C7)(CO4)OC(=O)C)O)C)OC(=O)C. Drug 2: CC(C)CN1C=NC2=C1C3=CC=CC=C3N=C2N. Cell line: HCC-2998. Synergy scores: CSS=36.2, Synergy_ZIP=-0.405, Synergy_Bliss=-5.05, Synergy_Loewe=-20.5, Synergy_HSA=-6.97. (2) Drug 1: C1=CC(=CC=C1C#N)C(C2=CC=C(C=C2)C#N)N3C=NC=N3. Drug 2: CCN(CC)CCCC(C)NC1=C2C=C(C=CC2=NC3=C1C=CC(=C3)Cl)OC. Cell line: SK-OV-3. Synergy scores: CSS=8.05, Synergy_ZIP=-4.73, Synergy_Bliss=-1.76, Synergy_Loewe=-1.55, Synergy_HSA=-1.55. (3) Drug 1: CCCS(=O)(=O)NC1=C(C(=C(C=C1)F)C(=O)C2=CNC3=C2C=C(C=N3)C4=CC=C(C=C4)Cl)F. Drug 2: CC1CCC2CC(C(=CC=CC=CC(CC(C(=O)C(C(C(=CC(C(=O)CC(OC(=O)C3CCCCN3C(=O)C(=O)C1(O2)O)C(C)CC4CCC(C(C4)OC)OCCO)C)C)O)OC)C)C)C)OC. Cell line: OVCAR-5. Synergy scores: CSS=11.9, Synergy_ZIP=4.24, Synergy_Bliss=2.99, Synergy_Loewe=-10.8, Synergy_HSA=-1.88. (4) Drug 1: CCN(CC)CCCC(C)NC1=C2C=C(C=CC2=NC3=C1C=CC(=C3)Cl)OC. Drug 2: COCCOC1=C(C=C2C(=C1)C(=NC=N2)NC3=CC=CC(=C3)C#C)OCCOC.Cl. Cell line: UACC-257. Synergy scores: CSS=29.8, Synergy_ZIP=7.28, Synergy_Bliss=13.8, Synergy_Loewe=12.1, Synergy_HSA=12.2. (5) Synergy scores: CSS=58.6, Synergy_ZIP=2.25, Synergy_Bliss=-4.66, Synergy_Loewe=-42.5, Synergy_HSA=-4.39. Drug 1: CC1=C2C(C(=O)C3(C(CC4C(C3C(C(C2(C)C)(CC1OC(=O)C(C(C5=CC=CC=C5)NC(=O)C6=CC=CC=C6)O)O)OC(=O)C7=CC=CC=C7)(CO4)OC(=O)C)O)C)OC(=O)C. Drug 2: C(CN)CNCCSP(=O)(O)O. Cell line: MOLT-4. (6) Drug 1: C1=NC2=C(N=C(N=C2N1C3C(C(C(O3)CO)O)O)F)N. Drug 2: CC1=C(N=C(N=C1N)C(CC(=O)N)NCC(C(=O)N)N)C(=O)NC(C(C2=CN=CN2)OC3C(C(C(C(O3)CO)O)O)OC4C(C(C(C(O4)CO)O)OC(=O)N)O)C(=O)NC(C)C(C(C)C(=O)NC(C(C)O)C(=O)NCCC5=NC(=CS5)C6=NC(=CS6)C(=O)NCCC[S+](C)C)O. Cell line: SF-268. Synergy scores: CSS=14.5, Synergy_ZIP=-7.90, Synergy_Bliss=-1.46, Synergy_Loewe=-10.7, Synergy_HSA=0.800. (7) Drug 1: CC(C1=C(C=CC(=C1Cl)F)Cl)OC2=C(N=CC(=C2)C3=CN(N=C3)C4CCNCC4)N. Drug 2: C1=CC=C(C=C1)NC(=O)CCCCCCC(=O)NO. Cell line: UO-31. Synergy scores: CSS=11.3, Synergy_ZIP=0.269, Synergy_Bliss=4.83, Synergy_Loewe=5.73, Synergy_HSA=6.11. (8) Drug 1: CC1=C(C(CCC1)(C)C)C=CC(=CC=CC(=CC(=O)O)C)C. Drug 2: CC1C(C(CC(O1)OC2CC(CC3=C2C(=C4C(=C3O)C(=O)C5=CC=CC=C5C4=O)O)(C(=O)C)O)N)O. Cell line: OVCAR3. Synergy scores: CSS=33.2, Synergy_ZIP=2.14, Synergy_Bliss=2.42, Synergy_Loewe=-11.9, Synergy_HSA=0.777. (9) Synergy scores: CSS=13.6, Synergy_ZIP=-9.76, Synergy_Bliss=-6.99, Synergy_Loewe=-4.39, Synergy_HSA=-3.43. Drug 2: COCCOC1=C(C=C2C(=C1)C(=NC=N2)NC3=CC=CC(=C3)C#C)OCCOC.Cl. Cell line: HOP-62. Drug 1: C1C(C(OC1N2C=C(C(=O)NC2=O)F)CO)O. (10) Drug 1: CC1=C(C=C(C=C1)C(=O)NC2=CC(=CC(=C2)C(F)(F)F)N3C=C(N=C3)C)NC4=NC=CC(=N4)C5=CN=CC=C5. Drug 2: C1CC(=O)NC(=O)C1N2C(=O)C3=CC=CC=C3C2=O. Cell line: BT-549. Synergy scores: CSS=-9.12, Synergy_ZIP=-2.36, Synergy_Bliss=-12.6, Synergy_Loewe=-6.20, Synergy_HSA=-11.4.